Dataset: Reaction yield outcomes from USPTO patents with 853,638 reactions. Task: Predict the reaction yield, written as a fraction of the theoretical maximum amount of product (1.0 means a 100% yield; for example, 0.34 means a 34% yield). (1) The reactants are C[Sn](C)(C)[C:3]1[CH:4]=[N:5][CH:6]=[CH:7][CH:8]=1.[Br:11][C:12]1[N:13]=[CH:14][N:15]([CH2:18][O:19][CH2:20][CH2:21][Si:22]([CH3:25])([CH3:24])[CH3:23])[C:16]=1Br. The catalyst is C1(C)C=CC=CC=1.C(OCC)(=O)C.C1C=CC(P(C2C=CC=CC=2)C2C=CC=CC=2)=CC=1.C1C=CC(P(C2C=CC=CC=2)C2C=CC=CC=2)=CC=1.Cl[Pd]Cl. The product is [Br:11][C:12]1[N:13]=[CH:14][N:15]([CH2:18][O:19][CH2:20][CH2:21][Si:22]([CH3:25])([CH3:24])[CH3:23])[C:16]=1[C:3]1[CH:4]=[N:5][CH:6]=[CH:7][CH:8]=1. The yield is 0.360. (2) The reactants are [Br:1][C:2]1[CH:3]=[C:4]2[C:8](=[CH:9][CH:10]=1)[NH:7][CH2:6][CH2:5]2.C(N(C(C)C)CC)(C)C.[C:20]([O:24][C:25](O[C:25]([O:24][C:20]([CH3:23])([CH3:22])[CH3:21])=[O:26])=[O:26])([CH3:23])([CH3:22])[CH3:21]. The catalyst is C(Cl)Cl.CN(C)C1C=CN=CC=1. The product is [Br:1][C:2]1[CH:3]=[C:4]2[C:8](=[CH:9][CH:10]=1)[N:7]([C:25]([O:24][C:20]([CH3:23])([CH3:22])[CH3:21])=[O:26])[CH2:6][CH2:5]2. The yield is 0.730. (3) The reactants are [CH2:1]([O:3][C:4]1[C:16]([CH:17]([CH3:19])[CH3:18])=[CH:15][CH:14]=[CH:13][C:5]=1[CH2:6][N:7]([CH3:12])[C:8](=[O:11])[CH:9]=[CH2:10])[CH3:2].C(N(C(C)C)CC)(C)C.Br[C:30]1[CH:50]=[N:49][C:33]2[NH:34][C:35](=[O:48])[CH2:36][N:37]([CH2:39][C:40]3[CH:45]=[CH:44][C:43]([O:46][CH3:47])=[CH:42][CH:41]=3)[CH2:38][C:32]=2[CH:31]=1.CC1C=CC=CC=1P(C1C=CC=CC=1C)C1C=CC=CC=1C. The catalyst is C(#N)CC.CN(C=O)C.CC([O-])=O.CC([O-])=O.[Pd+2]. The product is [CH2:1]([O:3][C:4]1[C:16]([CH:17]([CH3:18])[CH3:19])=[CH:15][CH:14]=[CH:13][C:5]=1[CH2:6][N:7]([CH3:12])[C:8](=[O:11])/[CH:9]=[CH:10]/[C:30]1[CH:50]=[N:49][C:33]2[NH:34][C:35](=[O:48])[CH2:36][N:37]([CH2:39][C:40]3[CH:45]=[CH:44][C:43]([O:46][CH3:47])=[CH:42][CH:41]=3)[CH2:38][C:32]=2[CH:31]=1)[CH3:2]. The yield is 0.440. (4) The reactants are [C:1]([O:5][C:6]([N:8]([CH2:25][CH2:26][C:27]1[CH:32]=[CH:31][C:30]([O:33][C:34]([F:37])([F:36])[F:35])=[CH:29][CH:28]=1)[C:9]1[N:14]=[C:13]([O:15][CH3:16])[N:12]=[C:11](OS(C(F)(F)F)(=O)=O)[CH:10]=1)=[O:7])([CH3:4])([CH3:3])[CH3:2].[CH2:38]([O:40][C:41](=[O:49])[CH2:42][N:43]1[CH2:48][CH2:47][NH:46][CH2:45][CH2:44]1)[CH3:39]. The catalyst is C(Cl)Cl. The product is [CH2:38]([O:40][C:41](=[O:49])[CH2:42][N:43]1[CH2:48][CH2:47][N:46]([C:11]2[CH:10]=[C:9]([N:8]([C:6]([O:5][C:1]([CH3:4])([CH3:3])[CH3:2])=[O:7])[CH2:25][CH2:26][C:27]3[CH:32]=[CH:31][C:30]([O:33][C:34]([F:35])([F:36])[F:37])=[CH:29][CH:28]=3)[N:14]=[C:13]([O:15][CH3:16])[N:12]=2)[CH2:45][CH2:44]1)[CH3:39]. The yield is 0.360. (5) The reactants are C[Si]([N-][Si](C)(C)C)(C)C.[Na+].[CH2:11]([C@H:18]1[CH2:22][O:21][C:20](=[O:23])[N:19]1[C:24](=[O:52])[C@@H:25]([CH2:44][C:45]1[CH:50]=[CH:49][C:48]([F:51])=[CH:47][CH:46]=1)/[CH:26]=[CH:27]/[CH2:28][C:29]([N:31]1[C@@H:35]([CH2:36][C:37]2[CH:42]=[CH:41][CH:40]=[CH:39][CH:38]=2)[CH2:34][O:33][C:32]1=[O:43])=[O:30])[C:12]1[CH:17]=[CH:16][CH:15]=[CH:14][CH:13]=1.[CH2:53](I)[CH:54]=[CH2:55]. The catalyst is C1COCC1. The product is [CH2:55]([C@@H:28](/[CH:27]=[CH:26]/[C@H:25]([CH2:44][C:45]1[CH:50]=[CH:49][C:48]([F:51])=[CH:47][CH:46]=1)[C:24]([N:19]1[C@@H:18]([CH2:11][C:12]2[CH:17]=[CH:16][CH:15]=[CH:14][CH:13]=2)[CH2:22][O:21][C:20]1=[O:23])=[O:52])[C:29]([N:31]1[C@@H:35]([CH2:36][C:37]2[CH:42]=[CH:41][CH:40]=[CH:39][CH:38]=2)[CH2:34][O:33][C:32]1=[O:43])=[O:30])[CH:54]=[CH2:53]. The yield is 0.576. (6) The reactants are [CH3:1][C:2]1[CH:3]=[C:4]([B:7]([OH:9])[OH:8])[S:5][CH:6]=1.[NH:10]([CH2:14][CH2:15]O)[CH2:11][CH2:12]O. No catalyst specified. The product is [CH3:1][C:2]1[CH:3]=[C:4]([B:7]2[O:9][CH2:15][CH2:14][NH:10][CH2:11][CH2:12][O:8]2)[S:5][CH:6]=1. The yield is 0.880. (7) The reactants are C1(C)C=CC(S([O-])(=O)=O)=CC=1.[NH+]1C=CC=CC=1.[F:18][C:19]1[C:20]([C:44]2[CH:49]=[CH:48][CH:47]=[CH:46][CH:45]=2)=[CH:21][C:22](=[O:43])[N:23]([CH2:25][CH2:26][C@@:27]([CH3:42])([S:38]([CH3:41])(=[O:40])=[O:39])[C:28]([NH:30][O:31]C2CCCCO2)=[O:29])[CH:24]=1. The catalyst is C(O)C. The product is [F:18][C:19]1[C:20]([C:44]2[CH:49]=[CH:48][CH:47]=[CH:46][CH:45]=2)=[CH:21][C:22](=[O:43])[N:23]([CH2:25][CH2:26][C@@:27]([CH3:42])([S:38]([CH3:41])(=[O:39])=[O:40])[C:28]([NH:30][OH:31])=[O:29])[CH:24]=1. The yield is 0.764.